Dataset: Peptide-MHC class I binding affinity with 185,985 pairs from IEDB/IMGT. Task: Regression. Given a peptide amino acid sequence and an MHC pseudo amino acid sequence, predict their binding affinity value. This is MHC class I binding data. (1) The peptide sequence is RAAVSADPL. The MHC is HLA-A02:03 with pseudo-sequence HLA-A02:03. The binding affinity (normalized) is 0. (2) The peptide sequence is RFRCVGPAP. The MHC is HLA-B15:01 with pseudo-sequence HLA-B15:01. The binding affinity (normalized) is 0.0847. (3) The peptide sequence is QQWIQFMMSR. The MHC is HLA-A68:01 with pseudo-sequence HLA-A68:01. The binding affinity (normalized) is 0.187. (4) The peptide sequence is RPVFARLPF. The MHC is HLA-A11:01 with pseudo-sequence HLA-A11:01. The binding affinity (normalized) is 0.0847. (5) The peptide sequence is EIINNGISY. The MHC is HLA-B15:17 with pseudo-sequence HLA-B15:17. The binding affinity (normalized) is 0.265. (6) The peptide sequence is NADTGHSIY. The MHC is HLA-A02:06 with pseudo-sequence HLA-A02:06. The binding affinity (normalized) is 0.0847.